This data is from Forward reaction prediction with 1.9M reactions from USPTO patents (1976-2016). The task is: Predict the product of the given reaction. (1) The product is: [Cl:11][C:12]1[C:13]([CH3:22])=[C:14]([S:18]([NH:8][C:5]2[C:4]([O:9][CH3:10])=[N:3][C:2]([Cl:1])=[CH:7][N:6]=2)(=[O:20])=[O:19])[CH:15]=[CH:16][CH:17]=1. Given the reactants [Cl:1][C:2]1[N:3]=[C:4]([O:9][CH3:10])[C:5]([NH2:8])=[N:6][CH:7]=1.[Cl:11][C:12]1[C:13]([CH3:22])=[C:14]([S:18](Cl)(=[O:20])=[O:19])[CH:15]=[CH:16][CH:17]=1, predict the reaction product. (2) Given the reactants [O:1]=[C:2]1[N:6]2[C:7]3[C:12]([CH2:13][CH:14]([NH:15]C(=O)OCC4C=CC=CC=4)[C:5]2=[N:4][NH:3]1)=[CH:11][C:10]([O:26][C:27]1[CH:32]=[CH:31][CH:30]=[C:29]([C:33]([F:36])([F:35])[F:34])[CH:28]=1)=[CH:9][CH:8]=3, predict the reaction product. The product is: [NH2:15][CH:14]1[CH2:13][C:12]2[C:7](=[CH:8][CH:9]=[C:10]([O:26][C:27]3[CH:32]=[CH:31][CH:30]=[C:29]([C:33]([F:35])([F:36])[F:34])[CH:28]=3)[CH:11]=2)[N:6]2[C:2](=[O:1])[NH:3][N:4]=[C:5]12. (3) Given the reactants [Cl:1][C:2]1[CH:3]=[C:4]([NH:8][C:9]([N:11]2[CH2:16][CH2:15][C:14]3[NH:17][N:18]=[C:19](OS(C(F)(F)F)(=O)=O)[C:13]=3[CH2:12]2)=[O:10])[CH:5]=[CH:6][CH:7]=1.[CH3:28][O:29][C:30]1[CH:31]=[C:32](B(O)O)[CH:33]=[CH:34][CH:35]=1.[O-]P([O-])([O-])=O.[K+].[K+].[K+], predict the reaction product. The product is: [Cl:1][C:2]1[CH:3]=[C:4]([NH:8][C:9]([N:11]2[CH2:16][CH2:15][C:14]3[NH:17][N:18]=[C:19]([C:34]4[CH:33]=[CH:32][CH:31]=[C:30]([O:29][CH3:28])[CH:35]=4)[C:13]=3[CH2:12]2)=[O:10])[CH:5]=[CH:6][CH:7]=1. (4) Given the reactants Br[C:2]1[C:3]2[N:4]([N:8]=[C:9]([Cl:11])[N:10]=2)[CH:5]=[CH:6][CH:7]=1.[CH3:12][S:13]([C:16]1[CH:17]=[C:18]([CH:21]=[CH:22][CH:23]=1)[CH2:19][NH2:20])(=[O:15])=[O:14], predict the reaction product. The product is: [Cl:11][C:9]1[N:10]=[C:3]2[C:2]([NH:20][CH2:19][C:18]3[CH:21]=[CH:22][CH:23]=[C:16]([S:13]([CH3:12])(=[O:15])=[O:14])[CH:17]=3)=[CH:7][CH:6]=[CH:5][N:4]2[N:8]=1.